This data is from Forward reaction prediction with 1.9M reactions from USPTO patents (1976-2016). The task is: Predict the product of the given reaction. (1) Given the reactants [F:1][C:2]([F:19])([F:18])[C:3]([NH:5][CH:6]([CH3:17])[CH2:7][C:8]1[CH:13]=[C:12]([O:14][CH3:15])[CH:11]=[CH:10][C:9]=1I)=[O:4].CC([O-])=O.[K+].[CH:25]1[CH:30]=CC(P(C2C=CC=CC=2)C2C=CC=CC=2)=C[CH:26]=1, predict the reaction product. The product is: [F:1][C:2]([F:19])([F:18])[C:3]([N:5]1[CH2:30][C:25](=[CH2:26])[C:9]2[CH:10]=[CH:11][C:12]([O:14][CH3:15])=[CH:13][C:8]=2[CH2:7][CH:6]1[CH3:17])=[O:4]. (2) Given the reactants [H-].[Na+].[CH3:3][C:4]1[CH:8]=[CH:7][S:6][C:5]=1[CH2:9][OH:10].I[CH3:12], predict the reaction product. The product is: [CH3:12][O:10][CH2:9][C:5]1[S:6][CH:7]=[CH:8][C:4]=1[CH3:3]. (3) Given the reactants C([O-])(=O)CCCCCCCCCCC.C([O-])(=O)CCCCCCCCCCC.C([Sn+2]CCCC)CCC.[C:38]([OH:48])(=[O:47])[C@@H:39]([C:41]1[CH:46]=[CH:45][CH:44]=[CH:43][CH:42]=1)[OH:40].[Cl:49][C:50]1[CH:55]=[CH:54][C:53]([N:56]=[C:57]=[O:58])=[CH:52][CH:51]=1.O, predict the reaction product. The product is: [Cl:49][C:50]1[CH:55]=[CH:54][C:53]([NH:56][C:57]([O:40][C@H:39]([C:41]2[CH:46]=[CH:45][CH:44]=[CH:43][CH:42]=2)[C:38]([OH:48])=[O:47])=[O:58])=[CH:52][CH:51]=1. (4) Given the reactants [F:1][C:2]1[CH:19]=[CH:18][C:5]([O:6][C:7]2[CH:8]=[C:9]3[C:13](=[CH:14][CH:15]=2)[C:12](=[O:16])[NH:11][C:10]3=[O:17])=[CH:4][CH:3]=1.[CH3:20][O:21][C:22](=[O:25])[CH2:23]Br.C([O-])([O-])=O.[K+].[K+], predict the reaction product. The product is: [CH3:20][O:21][C:22](=[O:25])[CH2:23][N:11]1[C:10](=[O:17])[C:9]2[C:13](=[CH:14][CH:15]=[C:7]([O:6][C:5]3[CH:18]=[CH:19][C:2]([F:1])=[CH:3][CH:4]=3)[CH:8]=2)[C:12]1=[O:16]. (5) Given the reactants [Cl:1][C:2]1[CH:7]=[CH:6][C:5]([C:8]([N:16]2[C:24]3[C:19](=[C:20]([NH:25][S:26]([CH3:29])(=[O:28])=[O:27])[CH:21]=[CH:22][CH:23]=3)[CH:18]=[CH:17]2)([C:11]2[N:12]=[N:13][NH:14][N:15]=2)[CH2:9][CH3:10])=[CH:4][CH:3]=1.C([O-])([O-])=O.[K+].[K+].I[CH2:37][CH3:38], predict the reaction product. The product is: [Cl:1][C:2]1[CH:7]=[CH:6][C:5]([C:8]([N:16]2[C:24]3[C:19](=[C:20]([NH:25][S:26]([CH3:29])(=[O:28])=[O:27])[CH:21]=[CH:22][CH:23]=3)[CH:18]=[CH:17]2)([C:11]2[N:12]=[N:13][N:14]([CH2:37][CH3:38])[N:15]=2)[CH2:9][CH3:10])=[CH:4][CH:3]=1.